The task is: Predict the reaction yield, written as a fraction of the theoretical maximum amount of product (1.0 means a 100% yield; for example, 0.34 means a 34% yield).. This data is from Reaction yield outcomes from USPTO patents with 853,638 reactions. (1) The reactants are N([O-])=O.[Na+].[Br:5][C:6]1[C:7](N)=[N:8][CH:9]=[C:10]([F:12])[CH:11]=1.O.C(=O)(O)[O-].[Na+].N1C=CC=CC=1.[FH:26]. No catalyst specified. The product is [Br:5][C:6]1[C:7]([F:26])=[N:8][CH:9]=[C:10]([F:12])[CH:11]=1. The yield is 0.420. (2) The reactants are [F:1][C:2]1[CH:3]=[C:4]([CH:7]=[C:8]([N:10]2[CH2:15][CH:14]([CH3:16])[C:13]3N=C(C4C=CC=CN=4)O[C:12]=3[CH2:11]2)[CH:9]=1)[C:5]#[N:6].OC1C([NH:33][C:34](=[O:41])[C:35]2[CH:40]=[CH:39][CH:38]=[CH:37][N:36]=2)C(C)CN(C(OCC2C=CC=CC=2)=O)C1. No catalyst specified. The product is [F:1][C:2]1[CH:3]=[C:4]([CH:7]=[C:8]([N:10]2[CH2:15][CH:14]([CH3:16])[C:13]3[O:41][C:34]([C:35]4[CH:40]=[CH:39][CH:38]=[CH:37][N:36]=4)=[N:33][C:12]=3[CH2:11]2)[CH:9]=1)[C:5]#[N:6]. The yield is 0.190. (3) The reactants are [CH3:1][O:2][C:3](=[O:15])[C:4]1[C:5](=[C:10](I)[CH:11]=[CH:12][CH:13]=1)[C:6]([O:8][CH3:9])=[O:7].[CH3:16][O:17][C:18]1[CH:24]=[C:23]([O:25][CH3:26])[CH:22]=[CH:21][C:19]=1[NH2:20].C1C=CC(P(C2C(C3C(P(C4C=CC=CC=4)C4C=CC=CC=4)=CC=C4C=3C=CC=C4)=C3C(C=CC=C3)=CC=2)C2C=CC=CC=2)=CC=1.C(=O)([O-])[O-].[Cs+].[Cs+]. The catalyst is C1(C)C=CC=CC=1.C(Cl)Cl.C1C=CC(/C=C/C(/C=C/C2C=CC=CC=2)=O)=CC=1.C1C=CC(/C=C/C(/C=C/C2C=CC=CC=2)=O)=CC=1.C1C=CC(/C=C/C(/C=C/C2C=CC=CC=2)=O)=CC=1.[Pd].[Pd]. The product is [CH3:1][O:2][C:3](=[O:15])[C:4]1[C:5](=[C:10]([NH:20][C:19]2[CH:21]=[CH:22][C:23]([O:25][CH3:26])=[CH:24][C:18]=2[O:17][CH3:16])[CH:11]=[CH:12][CH:13]=1)[C:6]([O:8][CH3:9])=[O:7]. The yield is 0.810.